From a dataset of Forward reaction prediction with 1.9M reactions from USPTO patents (1976-2016). Predict the product of the given reaction. (1) Given the reactants O=C(Cl)[O:3][C:4](Cl)(Cl)Cl.[NH2:9][C:10]1[CH:44]=[CH:43][C:13]([O:14][C:15]2[CH:20]=[CH:19][N:18]=[C:17]3[CH:21]=[C:22]([C:24]4[N:29]=[CH:28][C:27]([CH2:30][N:31]([CH2:39][CH2:40][O:41][CH3:42])[C:32](=[O:38])[O:33][C:34]([CH3:37])([CH3:36])[CH3:35])=[CH:26][CH:25]=4)[S:23][C:16]=23)=[C:12]([F:45])[CH:11]=1.[C:46]1([N:52]2[CH2:56][CH2:55][NH:54][C:53]2=[S:57])[CH:51]=[CH:50][CH:49]=[CH:48][CH:47]=1.[H-].[Na+], predict the reaction product. The product is: [F:45][C:12]1[CH:11]=[C:10]([NH:9][C:4]([N:54]2[CH2:55][CH2:56][N:52]([C:46]3[CH:51]=[CH:50][CH:49]=[CH:48][CH:47]=3)[C:53]2=[S:57])=[O:3])[CH:44]=[CH:43][C:13]=1[O:14][C:15]1[CH:20]=[CH:19][N:18]=[C:17]2[CH:21]=[C:22]([C:24]3[N:29]=[CH:28][C:27]([CH2:30][N:31]([CH2:39][CH2:40][O:41][CH3:42])[C:32](=[O:38])[O:33][C:34]([CH3:37])([CH3:36])[CH3:35])=[CH:26][CH:25]=3)[S:23][C:16]=12. (2) Given the reactants [Br:1][CH2:2][CH2:3][CH2:4][CH2:5][CH2:6][CH2:7][CH2:8][CH2:9][CH2:10][CH2:11][CH2:12][CH2:13][CH3:14].[C:15]1([P:21]([C:28]2[CH:33]=[CH:32][CH:31]=[CH:30][CH:29]=2)[C:22]2[CH:27]=[CH:26][CH:25]=[CH:24][CH:23]=2)[CH:20]=[CH:19][CH:18]=[CH:17][CH:16]=1, predict the reaction product. The product is: [Br-:1].[C:28]1([PH+:21]([C:15]2[CH:16]=[CH:17][CH:18]=[CH:19][CH:20]=2)[C:22]2[CH:27]=[CH:26][CH:25]=[CH:24][CH:23]=2)[CH:29]=[CH:30][CH:31]=[CH:32][CH:33]=1.[CH3:14][CH2:13][CH2:12][CH2:11][CH2:10][CH2:9][CH2:8][CH2:7][CH2:6][CH2:5][CH2:4][CH2:3][CH3:2].